This data is from Catalyst prediction with 721,799 reactions and 888 catalyst types from USPTO. The task is: Predict which catalyst facilitates the given reaction. (1) Reactant: [Cl:1][C:2]1[C:3]([C:14]#[N:15])=[CH:4][C:5]2[N:6]([CH:8]=[C:9]([CH:11]([CH3:13])[CH3:12])[N:10]=2)[CH:7]=1.Cl[S:17]([O:20][Si](C)(C)C)(=[O:19])=[O:18]. Product: [Cl:1][C:2]1[C:3]([C:14]#[N:15])=[CH:4][C:5]2[N:6]([C:8]([S:17]([OH:20])(=[O:19])=[O:18])=[C:9]([CH:11]([CH3:13])[CH3:12])[N:10]=2)[CH:7]=1. The catalyst class is: 68. (2) Reactant: [Cl:1][C:2]1[C:3]([CH3:20])=[N:4][S:5][C:6]=1[NH:7][C:8](=[O:19])[CH:9]([C:11]1[CH:16]=[CH:15][C:14]([OH:17])=[C:13]([NH2:18])[CH:12]=1)[CH3:10].[F:21][C:22]([F:28])([F:27])[CH2:23][C:24](O)=[O:25].Cl.CN(C)CCCN=C=NCC. Product: [Cl:1][C:2]1[C:3]([CH3:20])=[N:4][S:5][C:6]=1[NH:7][C:8](=[O:19])[CH:9]([C:11]1[CH:16]=[CH:15][C:14]([OH:17])=[C:13]([NH:18][C:24](=[O:25])[CH2:23][C:22]([F:28])([F:27])[F:21])[CH:12]=1)[CH3:10]. The catalyst class is: 80. (3) Product: [ClH:1].[NH2:27][C@H:9]([CH2:8][C:5]1[CH:6]=[CH:7][C:2]([Cl:1])=[CH:3][CH:4]=1)[C:10]([N:12]1[CH2:17][CH2:16][CH:15]([C:18]2[CH:23]=[CH:22][CH:21]=[CH:20][C:19]=2[CH2:24][CH2:25][OH:26])[CH2:14][CH2:13]1)=[O:11]. The catalyst class is: 25. Reactant: [Cl:1][C:2]1[CH:7]=[CH:6][C:5]([CH2:8][C@@H:9]([NH:27]C(OC(C)(C)C)=O)[C:10]([N:12]2[CH2:17][CH2:16][CH:15]([C:18]3[CH:23]=[CH:22][CH:21]=[CH:20][C:19]=3[CH2:24][CH2:25][OH:26])[CH2:14][CH2:13]2)=[O:11])=[CH:4][CH:3]=1.Cl. (4) Reactant: [Cl:1][C:2]1[CH:7]=[CH:6][C:5]([CH2:8][CH:9]([NH:24]C(=O)OCC=C)[C:10](=[O:23])[N:11]([CH2:15][CH:16]([O:20][CH2:21][CH3:22])[O:17][CH2:18][CH3:19])[CH:12]([CH3:14])[CH3:13])=[CH:4][CH:3]=1.CC1(C)C(=O)NC(=O)NC1=O. Product: [NH2:24][CH:9]([CH2:8][C:5]1[CH:4]=[CH:3][C:2]([Cl:1])=[CH:7][CH:6]=1)[C:10]([N:11]([CH2:15][CH:16]([O:20][CH2:21][CH3:22])[O:17][CH2:18][CH3:19])[CH:12]([CH3:14])[CH3:13])=[O:23]. The catalyst class is: 2. (5) Reactant: [C:1]1([CH:7]2[CH2:12][NH:11][C:10](=O)[C:9](=O)[NH:8]2)[CH:6]=[CH:5][CH:4]=[CH:3][CH:2]=1.[H-].[H-].[H-].[H-].[Li+].[Al+3].[OH-].[K+]. Product: [C:1]1([CH:7]2[CH2:12][NH:11][CH2:10][CH2:9][NH:8]2)[CH:2]=[CH:3][CH:4]=[CH:5][CH:6]=1. The catalyst class is: 1. (6) Reactant: C[O:2][C:3](=[O:15])[C:4]1[CH:9]=[CH:8][C:7]([C:10]#[N:11])=[C:6]([N+:12]([O-:14])=[O:13])[CH:5]=1.[OH-].[Na+].Cl. Product: [C:10]([C:7]1[CH:8]=[CH:9][C:4]([C:3]([OH:15])=[O:2])=[CH:5][C:6]=1[N+:12]([O-:14])=[O:13])#[N:11]. The catalyst class is: 30. (7) Reactant: [OH-].[Na+].[F:3][C:4]1[CH:5]=[C:6]([C:16]2[CH:21]=[CH:20][CH:19]=[C:18]([CH2:22][N:23]([CH3:33])[C:24](=[O:32])[CH2:25][CH2:26][CH2:27][CH2:28][CH2:29][CH2:30][CH3:31])[CH:17]=2)[CH:7]=[CH:8][C:9]=1[CH:10]=[CH:11][C:12]([O:14]C)=[O:13].O.C(O)(=O)C. Product: [F:3][C:4]1[CH:5]=[C:6]([C:16]2[CH:21]=[CH:20][CH:19]=[C:18]([CH2:22][N:23]([CH3:33])[C:24](=[O:32])[CH2:25][CH2:26][CH2:27][CH2:28][CH2:29][CH2:30][CH3:31])[CH:17]=2)[CH:7]=[CH:8][C:9]=1[CH:10]=[CH:11][C:12]([OH:14])=[O:13]. The catalyst class is: 83.